Dataset: Full USPTO retrosynthesis dataset with 1.9M reactions from patents (1976-2016). Task: Predict the reactants needed to synthesize the given product. Given the product [ClH:21].[N:14]1[CH:13]=[CH:12][N:11]=[C:10]2[CH2:9][NH:8][CH:17]([C:18]([OH:20])=[O:19])[CH2:16][C:15]=12, predict the reactants needed to synthesize it. The reactants are: C(OC([N:8]1[CH:17]([C:18]([OH:20])=[O:19])[CH2:16][C:15]2[C:10](=[N:11][CH:12]=[CH:13][N:14]=2)[CH2:9]1)=O)(C)(C)C.[ClH:21].C(OCC)(=O)C.